Predict the reaction yield, written as a fraction of the theoretical maximum amount of product (1.0 means a 100% yield; for example, 0.34 means a 34% yield). From a dataset of Reaction yield outcomes from USPTO patents with 853,638 reactions. (1) The reactants are [F:1][C:2]([F:27])([F:26])[C:3]1[CH:25]=[CH:24][CH:23]=[CH:22][C:4]=1[C:5]([N:7]1[CH2:12][CH2:11][N:10]([C:13]2[CH:21]=[CH:20][C:16]([C:17]([OH:19])=O)=[CH:15][N:14]=2)[CH2:9][CH2:8]1)=[O:6].C(N(C(C)C)CC)(C)C.O.O[N:39]1[C:43]2[CH:44]=[CH:45][CH:46]=[CH:47]C=2N=N1.CCN=C=NCCCN(C)C.Cl.C1(CCN)CC1. The catalyst is ClCCl. The product is [CH:45]1([CH2:44][CH2:43][NH:39][C:17](=[O:19])[C:16]2[CH:20]=[CH:21][C:13]([N:10]3[CH2:9][CH2:8][N:7]([C:5](=[O:6])[C:4]4[CH:22]=[CH:23][CH:24]=[CH:25][C:3]=4[C:2]([F:27])([F:26])[F:1])[CH2:12][CH2:11]3)=[N:14][CH:15]=2)[CH2:46][CH2:47]1. The yield is 0.800. (2) The reactants are [CH:1]([N:4]1[C:8]2[CH:9]=[CH:10][CH:11]=[CH:12][C:7]=2[N:6]([C:13]([NH:15][CH2:16][CH:17]2[CH2:22][CH2:21][N:20]([CH2:23][C:24]3([C:30]([O:32]C(C)(C)C)=[O:31])[CH2:29][CH2:28][O:27][CH2:26][CH2:25]3)[CH2:19][CH2:18]2)=[O:14])[C:5]1=[O:37])([CH3:3])[CH3:2].Cl. The catalyst is C1COCC1. The product is [CH:1]([N:4]1[C:8]2[CH:9]=[CH:10][CH:11]=[CH:12][C:7]=2[N:6]([C:13]([NH:15][CH2:16][CH:17]2[CH2:18][CH2:19][N:20]([CH2:23][C:24]3([C:30]([OH:32])=[O:31])[CH2:25][CH2:26][O:27][CH2:28][CH2:29]3)[CH2:21][CH2:22]2)=[O:14])[C:5]1=[O:37])([CH3:3])[CH3:2]. The yield is 0.920. (3) The reactants are [NH:1]([CH2:8][CH2:9][CH2:10][N:11]([CH3:13])[CH3:12])[CH2:2][CH2:3][CH2:4][N:5]([CH3:7])[CH3:6].[Cl-].[CH2:15]([O:17][C:18](=[O:24])/[CH:19]=[CH:20]/[C:21](O)=[O:22])[CH3:16].C([O-])(O)=O.[Na+]. The catalyst is CN(C1C=CN=CC=1)C.C1(C)C=CC=CC=1. The product is [CH2:15]([O:17][C:18](=[O:24])[CH:19]=[CH:20][C:21](=[O:22])[N:1]([CH2:2][CH2:3][CH2:4][N:5]([CH3:6])[CH3:7])[CH2:8][CH2:9][CH2:10][N:11]([CH3:13])[CH3:12])[CH3:16]. The yield is 0.120. (4) The yield is 0.790. The product is [NH2:23][C:22]([NH:21][CH2:20][C@H:17]1[CH2:16][CH2:15][C@H:14]([NH:13][S:10]([CH:8]([CH3:9])[CH3:7])(=[O:11])=[O:12])[CH2:19][CH2:18]1)=[S:32]. The reactants are C([O-])([O-])=O.[K+].[K+].[CH3:7][CH:8]([S:10]([NH:13][C@H:14]1[CH2:19][CH2:18][C@H:17]([CH2:20][NH:21][C:22](=[S:32])[NH:23]C(=O)C2C=CC=CC=2)[CH2:16][CH2:15]1)(=[O:12])=[O:11])[CH3:9].CO.O. The catalyst is CC(C)=O. (5) The reactants are CC1(C)CCCC(C)(C)N1.C([Li])CCC.[F:16][C:17]1[CH:24]=[C:23]([CH3:25])[CH:22]=[CH:21][C:18]=1[C:19]#[N:20].[I:26]I.[O-]S([O-])(=S)=O.[Na+].[Na+]. The catalyst is C1COCC1. The product is [F:16][C:17]1[C:24]([I:26])=[C:23]([CH3:25])[CH:22]=[CH:21][C:18]=1[C:19]#[N:20]. The yield is 0.480. (6) The reactants are [CH3:1][O:2][C:3]1[CH:8]=[CH:7][C:6]([C:9]2[N:10]=[C:11]([CH:22]3[CH2:27][CH2:26][N:25]([C:28](=[O:32])[N:29]([OH:31])[CH3:30])[CH2:24][CH2:23]3)[O:12][C:13]=2[C:14]2[CH:19]=[CH:18][C:17]([O:20][CH3:21])=[CH:16][CH:15]=2)=[CH:5][CH:4]=1.[H-].[Na+].Br[CH2:36][C:37]([O:39][C:40]([CH3:43])([CH3:42])[CH3:41])=[O:38].[Cl-].[NH4+]. The catalyst is CN(C)C=O. The product is [CH3:1][O:2][C:3]1[CH:8]=[CH:7][C:6]([C:9]2[N:10]=[C:11]([CH:22]3[CH2:23][CH2:24][N:25]([C:28](=[O:32])[N:29]([O:31][CH2:36][C:37]([O:39][C:40]([CH3:43])([CH3:42])[CH3:41])=[O:38])[CH3:30])[CH2:26][CH2:27]3)[O:12][C:13]=2[C:14]2[CH:15]=[CH:16][C:17]([O:20][CH3:21])=[CH:18][CH:19]=2)=[CH:5][CH:4]=1. The yield is 0.910. (7) The reactants are [I:1][C:2]1[CH:9]=[CH:8][C:5]([CH2:6]Br)=[CH:4][CH:3]=1.[C:10]1(=[O:20])[NH:14][C:13](=[O:15])[C:12]2=[CH:16][CH:17]=[CH:18][CH:19]=[C:11]12.C(=O)([O-])[O-].[Cs+].[Cs+]. The catalyst is CN(C=O)C. The product is [I:1][C:2]1[CH:9]=[CH:8][C:5]([CH2:6][N:14]2[C:10](=[O:20])[C:11]3[C:12](=[CH:16][CH:17]=[CH:18][CH:19]=3)[C:13]2=[O:15])=[CH:4][CH:3]=1. The yield is 0.860.